From a dataset of Forward reaction prediction with 1.9M reactions from USPTO patents (1976-2016). Predict the product of the given reaction. Given the reactants [NH2:1][C:2]1[CH:9]=[C:8](F)[C:5]([C:6]#[N:7])=[CH:4][N:3]=1.[CH3:11][N:12]([CH3:19])[CH2:13][C:14]([CH3:18])([CH3:17])[CH2:15][OH:16], predict the reaction product. The product is: [NH2:1][C:2]1[CH:9]=[C:8]([O:16][CH2:15][C:14]([CH3:18])([CH3:17])[CH2:13][N:12]([CH3:19])[CH3:11])[C:5]([C:6]#[N:7])=[CH:4][N:3]=1.